From a dataset of Catalyst prediction with 721,799 reactions and 888 catalyst types from USPTO. Predict which catalyst facilitates the given reaction. Reactant: [CH3:1][O:2][C:3]1[CH:8]=[CH:7][C:6]([C:9](=[O:11])[CH3:10])=[CH:5][CH:4]=1.[C:12]([O:16][CH2:17][CH3:18])(=[O:15])[CH:13]=[O:14]. Product: [OH:14][CH:13]([CH2:10][C:9]([C:6]1[CH:7]=[CH:8][C:3]([O:2][CH3:1])=[CH:4][CH:5]=1)=[O:11])[C:12]([O:16][CH2:17][CH3:18])=[O:15]. The catalyst class is: 11.